Dataset: Peptide-MHC class I binding affinity with 185,985 pairs from IEDB/IMGT. Task: Regression. Given a peptide amino acid sequence and an MHC pseudo amino acid sequence, predict their binding affinity value. This is MHC class I binding data. (1) The peptide sequence is FPEQVSLLM. The MHC is HLA-B07:02 with pseudo-sequence HLA-B07:02. The binding affinity (normalized) is 0.395. (2) The peptide sequence is AADSFATSY. The MHC is HLA-B18:01 with pseudo-sequence HLA-B18:01. The binding affinity (normalized) is 0.0847. (3) The peptide sequence is SRWAISHWL. The MHC is HLA-B07:02 with pseudo-sequence HLA-B07:02. The binding affinity (normalized) is 0.0847. (4) The peptide sequence is PLMGGAYIAFPTSCHMFI. The MHC is HLA-B54:01 with pseudo-sequence HLA-B54:01. The binding affinity (normalized) is 0.00880. (5) The peptide sequence is TQRKKTLGF. The MHC is HLA-B46:01 with pseudo-sequence HLA-B46:01. The binding affinity (normalized) is 0.0847. (6) The peptide sequence is FMIVSISLV. The MHC is HLA-A02:01 with pseudo-sequence HLA-A02:01. The binding affinity (normalized) is 0.743. (7) The peptide sequence is LVSDYCNVLNKEFT. The MHC is HLA-B44:02 with pseudo-sequence HLA-B44:02. The binding affinity (normalized) is 0.